This data is from Full USPTO retrosynthesis dataset with 1.9M reactions from patents (1976-2016). The task is: Predict the reactants needed to synthesize the given product. (1) Given the product [CH:13]1([C@H:18]([NH:23][C:24]([O:12][C@:2]2([CH3:1])[CH2:6][CH2:5][CH2:4][C@H:3]2[CH2:7][CH2:8][CH2:9][CH:10]=[CH2:11])=[O:25])[C:19]([OH:21])=[O:20])[CH2:14][CH2:15][CH2:16][CH2:17]1, predict the reactants needed to synthesize it. The reactants are: [CH3:1][C@@:2]1([OH:12])[CH2:6][CH2:5][CH2:4][C@H:3]1[CH2:7][CH2:8][CH2:9][CH:10]=[CH2:11].[CH:13]1([C@H:18]([N:23]=[C:24]=[O:25])[C:19]([O:21]C)=[O:20])[CH2:17][CH2:16][CH2:15][CH2:14]1. (2) Given the product [CH2:22]([C:24]1[CH:34]=[CH:33][C:27]([O:28][CH2:29][C@H:30]([OH:31])[CH2:32][N:1]2[CH2:2][CH2:3][C:4]3([O:11][C:10]4[C:12]5[C:17]([C:18](=[O:21])[C:19](=[O:20])[C:9]=4[S:8][CH2:7]3)=[CH:16][CH:15]=[CH:14][CH:13]=5)[CH2:5][CH2:6]2)=[CH:26][CH:25]=1)[CH3:23], predict the reactants needed to synthesize it. The reactants are: [NH:1]1[CH2:6][CH2:5][C:4]2([O:11][C:10]3[C:12]4[C:17]([C:18](=[O:21])[C:19](=[O:20])[C:9]=3[S:8][CH2:7]2)=[CH:16][CH:15]=[CH:14][CH:13]=4)[CH2:3][CH2:2]1.[CH2:22]([C:24]1[CH:34]=[CH:33][C:27]([O:28][CH2:29][C@H:30]2[CH2:32][O:31]2)=[CH:26][CH:25]=1)[CH3:23]. (3) Given the product [O:11]=[C:4]1[C:5]2[C:10](=[CH:9][CH:8]=[CH:7][CH:6]=2)[C:2](=[O:1])[N:3]1[CH2:12][CH2:13][CH2:14][CH2:15][N:16]([C:36]([NH:35][CH:32]([CH3:34])[CH3:33])=[O:37])[C@@H:17]1[CH2:22][CH2:21][CH2:20][N:19]([C:23]([NH:25][C:26]2[CH:31]=[CH:30][CH:29]=[CH:28][CH:27]=2)=[O:24])[CH2:18]1, predict the reactants needed to synthesize it. The reactants are: [O:1]=[C:2]1[C:10]2[C:5](=[CH:6][CH:7]=[CH:8][CH:9]=2)[C:4](=[O:11])[N:3]1[CH2:12][CH2:13][CH2:14][CH2:15][NH:16][C@@H:17]1[CH2:22][CH2:21][CH2:20][N:19]([C:23]([NH:25][C:26]2[CH:31]=[CH:30][CH:29]=[CH:28][CH:27]=2)=[O:24])[CH2:18]1.[CH:32]([N:35]=[C:36]=[O:37])([CH3:34])[CH3:33]. (4) Given the product [CH2:44]([O:51][C:52](=[O:71])[NH:53][CH2:54][CH2:55][CH2:56][CH2:57][C@H:58]([NH:70][C:7]([CH:3]1[CH2:4][CH2:5][CH2:6][O:1][CH2:2]1)=[O:9])[C:59]([C:61]1[S:62][C:63]2[CH:69]=[CH:68][CH:67]=[CH:66][C:64]=2[N:65]=1)=[O:60])[C:45]1[CH:50]=[CH:49][CH:48]=[CH:47][CH:46]=1, predict the reactants needed to synthesize it. The reactants are: [O:1]1[CH2:6][CH2:5][CH2:4][CH:3]([C:7]([OH:9])=O)[CH2:2]1.CN(C(ON1N=NC2C=CC=NC1=2)=[N+](C)C)C.F[P-](F)(F)(F)(F)F.CCN(C(C)C)C(C)C.Cl.[CH2:44]([O:51][C:52](=[O:71])[NH:53][CH2:54][CH2:55][CH2:56][CH2:57][C@H:58]([NH2:70])[C:59]([C:61]1[S:62][C:63]2[CH:69]=[CH:68][CH:67]=[CH:66][C:64]=2[N:65]=1)=[O:60])[C:45]1[CH:50]=[CH:49][CH:48]=[CH:47][CH:46]=1. (5) Given the product [Cl:3][C:4]1[C:9]([CH2:10][OH:11])=[CH:8][C:7]([CH3:12])=[CH:6][N:5]=1, predict the reactants needed to synthesize it. The reactants are: [BH4-].[Na+].[Cl:3][C:4]1[C:9]([CH:10]=[O:11])=[CH:8][C:7]([CH3:12])=[CH:6][N:5]=1.